This data is from Full USPTO retrosynthesis dataset with 1.9M reactions from patents (1976-2016). The task is: Predict the reactants needed to synthesize the given product. Given the product [F:22][C:21]([F:24])([F:23])[C:19]([OH:25])=[O:20].[CH3:1][O:2][C:3]([C@@H:5]1[CH2:9][C:8]([F:11])([F:10])[CH2:7][NH:6]1)=[O:4], predict the reactants needed to synthesize it. The reactants are: [CH3:1][O:2][C:3]([C@@H:5]1[CH2:9][C:8]([F:11])([F:10])[CH2:7][N:6]1C(OC(C)(C)C)=O)=[O:4].[C:19]([OH:25])([C:21]([F:24])([F:23])[F:22])=[O:20].